This data is from Full USPTO retrosynthesis dataset with 1.9M reactions from patents (1976-2016). The task is: Predict the reactants needed to synthesize the given product. (1) Given the product [Cl:31][C:28]1[CH:29]=[N:30][C:12]([N:10]2[CH2:9][C:8]([C:5]3[CH:4]=[CH:3][C:2]([F:1])=[CH:7][CH:6]=3)([OH:19])[CH2:11]2)=[C:22]([CH:27]=1)[C:23]([O:25][CH3:26])=[O:24], predict the reactants needed to synthesize it. The reactants are: [F:1][C:2]1[CH:7]=[CH:6][C:5]([C:8]2([OH:19])[CH2:11][N:10]([C:12](OC(C)(C)C)=O)[CH2:9]2)=[CH:4][CH:3]=1.ClC1[N:30]=[CH:29][C:28]([Cl:31])=[CH:27][C:22]=1[C:23]([O:25][CH3:26])=[O:24]. (2) Given the product [C:1]1([CH2:7][CH2:8][CH2:9][CH2:10][NH:11][C:23]([C:22]2[CH:26]=[CH:27][C:19]([C:16]3[S:17][CH:18]=[C:14]([CH2:13][N:51]([CH2:50][C:47]4[CH:48]=[CH:49][C:44]([O:43][CH2:42][C:41]([OH:52])=[O:40])=[CH:45][CH:46]=4)[C:36](=[O:37])[CH2:35][CH2:34][C:28]4[CH:33]=[CH:32][CH:31]=[CH:30][CH:29]=4)[N:15]=3)=[CH:20][CH:21]=2)=[O:24])[CH:6]=[CH:5][CH:4]=[CH:3][CH:2]=1, predict the reactants needed to synthesize it. The reactants are: [C:1]1([CH2:7][CH2:8][CH2:9][CH2:10][NH2:11])[CH:6]=[CH:5][CH:4]=[CH:3][CH:2]=1.Cl[CH2:13][C:14]1[N:15]=[C:16]([C:19]2[CH:27]=[CH:26][C:22]([C:23](Cl)=[O:24])=[CH:21][CH:20]=2)[S:17][CH:18]=1.[C:28]1([CH2:34][CH2:35][C:36](Cl)=[O:37])[CH:33]=[CH:32][CH:31]=[CH:30][CH:29]=1.C[O:40][C:41](=[O:52])[CH2:42][O:43][C:44]1[CH:49]=[CH:48][C:47]([CH2:50][NH2:51])=[CH:46][CH:45]=1. (3) Given the product [NH2:33][C:12]1[CH:13]=[CH:14][C:15]([CH:17]=[CH:18][C:19]2[C:20]([CH3:32])([CH3:31])[O:21][C:22](=[C:26]([C:29]#[N:30])[C:27]#[N:28])[C:23]=2[C:24]#[N:25])=[CH:16][C:11]=1[O:10][CH2:9][CH2:8][CH2:7][CH2:6][CH2:5][C:4]([OH:34])=[O:3], predict the reactants needed to synthesize it. The reactants are: C([O:3][C:4](=[O:34])[CH2:5][CH2:6][CH2:7][CH2:8][CH2:9][O:10][C:11]1[CH:16]=[C:15]([CH:17]=[CH:18][C:19]2[C:20]([CH3:32])([CH3:31])[O:21][C:22](=[C:26]([C:29]#[N:30])[C:27]#[N:28])[C:23]=2[C:24]#[N:25])[CH:14]=[CH:13][C:12]=1[NH2:33])C.Cl.O.C(=O)(O)[O-].[Na+].